This data is from Catalyst prediction with 721,799 reactions and 888 catalyst types from USPTO. The task is: Predict which catalyst facilitates the given reaction. (1) Reactant: [F:1][C:2]1[CH:7]=[CH:6][C:5]([C:8]2[C:12]([C:13]#[C:14][C:15]3[CH:20]=[CH:19][CH:18]=[CH:17][CH:16]=3)=[C:11]([NH:21]C(=O)C)[N:10]([CH2:25][CH2:26][N:27]3[CH2:32][CH2:31][O:30][CH2:29][CH2:28]3)[N:9]=2)=[CH:4][CH:3]=1. Product: [F:1][C:2]1[CH:7]=[CH:6][C:5]([C:8]2[C:12]([C:13]#[C:14][C:15]3[CH:16]=[CH:17][CH:18]=[CH:19][CH:20]=3)=[C:11]([NH2:21])[N:10]([CH2:25][CH2:26][N:27]3[CH2:32][CH2:31][O:30][CH2:29][CH2:28]3)[N:9]=2)=[CH:4][CH:3]=1. The catalyst class is: 494. (2) Product: [CH:7]1[CH:8]=[C:9]2[CH:10]=[CH:11][C:2]([C:3](=[O:16])[C:4]2=[CH:5][CH:6]=1)=[O:1]. Reactant: [OH:1][C:2]1[C:3](=[O:16])[C:4]2[C:9]([C:10](=O)[C:11]=1CC=C)=[CH:8][CH:7]=[CH:6][CH:5]=2.S(=O)(=O)(O)O. The catalyst class is: 8.